This data is from Reaction yield outcomes from USPTO patents with 853,638 reactions. The task is: Predict the reaction yield, written as a fraction of the theoretical maximum amount of product (1.0 means a 100% yield; for example, 0.34 means a 34% yield). (1) The reactants are C(OC([NH:8][C@@H:9]([CH2:22][C:23]1[CH:28]=[CH:27][CH:26]=[CH:25][C:24]=1[Cl:29])[CH2:10][O:11][C:12]1[CH:13]=[N:14][CH:15]=[C:16]([CH:21]=1)[C:17](OC)=O)=O)(C)(C)C.[CH3:30][O:31][C:32]1[CH:33]=[C:34]2[C:39](=[CH:40][C:41]=1[O:42][CH3:43])[N:38]=[CH:37][C:36]([C:44]#[N:45])=[C:35]2[CH3:46].[Li+].C[Si]([N-:52][Si](C)(C)C)(C)C.C(=O)=O. The catalyst is C1COCC1.O. The product is [NH2:8][C@@H:9]([CH2:22][C:23]1[CH:28]=[CH:27][CH:26]=[CH:25][C:24]=1[Cl:29])[CH2:10][O:11][C:12]1[CH:21]=[C:16]([C:17]2[CH:46]=[C:35]3[C:36](=[C:44]([NH2:52])[N:45]=2)[CH:37]=[N:38][C:39]2[CH:40]=[C:41]([O:42][CH3:43])[C:32]([O:31][CH3:30])=[CH:33][C:34]3=2)[CH:15]=[N:14][CH:13]=1. The yield is 0.100. (2) The reactants are [Br:1][C:2]1[CH:3]=[N:4][N:5]2[CH:10]=[CH:9][C:8]([N:11]3[CH2:16][CH2:15][N:14]([C:17]([O:19][C:20]4[CH:25]=[CH:24]C([N+]([O-])=O)=C[CH:21]=4)=[O:18])[CH2:13][CH2:12]3)=[N:7][C:6]=12.[O:29]1CC[C@@H](O)C1.[H-].[Na+]. The catalyst is C1COCC1.CCOC(C)=O. The product is [O:29]1[CH2:24][CH2:25][C@@H:20]([O:19][C:17]([N:14]2[CH2:15][CH2:16][N:11]([C:8]3[CH:9]=[CH:10][N:5]4[N:4]=[CH:3][C:2]([Br:1])=[C:6]4[N:7]=3)[CH2:12][CH2:13]2)=[O:18])[CH2:21]1. The yield is 0.720.